Dataset: Full USPTO retrosynthesis dataset with 1.9M reactions from patents (1976-2016). Task: Predict the reactants needed to synthesize the given product. (1) Given the product [Br:1][C:2]1[N:7]=[C:6]([CH2:9][OH:12])[C:5]([F:10])=[CH:4][CH:3]=1, predict the reactants needed to synthesize it. The reactants are: [Br:1][C:2]1[N+:7]([O-])=[C:6]([CH3:9])[C:5]([F:10])=[CH:4][CH:3]=1.C([O-])([O-])=[O:12].[K+].[K+].O. (2) Given the product [CH:13]([NH:16][C:4]1[CH:3]=[C:2]([N:45]2[CH2:46][CH2:47][N:42]([C:34]([C:35]3[CH:36]=[CH:37][CH:38]=[CH:39][CH:40]=3)=[O:41])[CH2:43][CH2:44]2)[CH:7]=[CH:6][C:5]=1[C:8]([F:11])([F:10])[F:9])([CH3:15])[CH3:14], predict the reactants needed to synthesize it. The reactants are: Br[C:2]1[CH:7]=[CH:6][C:5]([C:8]([F:11])([F:10])[F:9])=[C:4](F)[CH:3]=1.[CH:13]([NH2:16])([CH3:15])[CH3:14].CCN(C(C)C)C(C)C.NC1C=CC=CC=1.Cl.[C:34]([N:42]1[CH2:47][CH2:46][NH:45][CH2:44][CH2:43]1)(=[O:41])[C:35]1[CH:40]=[CH:39][CH:38]=[CH:37][CH:36]=1.CC([O-])(C)C.[Na+].C1C=CC(P(C2C(C3C(P(C4C=CC=CC=4)C4C=CC=CC=4)=CC=C4C=3C=CC=C4)=C3C(C=CC=C3)=CC=2)C2C=CC=CC=2)=CC=1. (3) Given the product [Cl:14][C:4]1[CH:3]=[C:2]([Cl:1])[C:7]([N+:8]([O-:10])=[O:9])=[CH:6][N:5]=1, predict the reactants needed to synthesize it. The reactants are: [Cl:1][C:2]1[C:7]([N+:8]([O-:10])=[O:9])=[CH:6][N:5]=[C:4](O)[CH:3]=1.P(Cl)(Cl)([Cl:14])=O. (4) Given the product [C:20]([C:16]1[O:17][C:18]([CH3:19])=[C:14]([CH2:13][O:12][C:9]2[CH:10]=[CH:11][C:6]([CH2:5][C@H:4]([O:26][CH2:27][CH3:28])[C:3]([OH:29])=[O:2])=[C:7]([O:24][CH3:25])[CH:8]=2)[N:15]=1)([CH3:21])([CH3:23])[CH3:22], predict the reactants needed to synthesize it. The reactants are: C[O:2][C:3](=[O:29])[C@@H:4]([O:26][CH2:27][CH3:28])[CH2:5][C:6]1[CH:11]=[CH:10][C:9]([O:12][CH2:13][C:14]2[N:15]=[C:16]([C:20]([CH3:23])([CH3:22])[CH3:21])[O:17][C:18]=2[CH3:19])=[CH:8][C:7]=1[O:24][CH3:25].[Li+].[OH-]. (5) The reactants are: Br[C:2]1[CH:3]=[C:4]2[C:8](=[CH:9][CH:10]=1)[NH:7][CH:6]=[C:5]2/[C:11](=[CH:14]/[C:15]1[CH:16]=[N:17][CH:18]=[CH:19][CH:20]=1)/[C:12]#[N:13].[O-]P([O-])([O-])=O.[K+].[K+].[K+].C(Cl)Cl.[F:32][C:33]1[CH:38]=[CH:37][C:36](B(O)O)=[CH:35][CH:34]=1. Given the product [F:32][C:33]1[CH:38]=[CH:37][C:36]([C:2]2[CH:3]=[C:4]3[C:8](=[CH:9][CH:10]=2)[NH:7][CH:6]=[C:5]3/[C:11](=[CH:14]/[C:15]2[CH:16]=[N:17][CH:18]=[CH:19][CH:20]=2)/[C:12]#[N:13])=[CH:35][CH:34]=1, predict the reactants needed to synthesize it. (6) The reactants are: Br[C:2]1[CH:9]=[C:8]([F:10])[CH:7]=[C:6]([Br:11])[C:3]=1[CH:4]=[O:5].[C:12]([C:16]1[CH:17]=[C:18]2[C:23](=[C:24]([F:26])[CH:25]=1)[C:22](=[O:27])[NH:21][N:20]=[CH:19]2)([CH3:15])([CH3:14])[CH3:13].CC([O-])=O.[K+].COC1C2C(=C3C(=CC=2)C(OC)=CC=N3)N=CC=1. Given the product [Br:11][C:6]1[CH:7]=[C:8]([F:10])[CH:9]=[C:2]([N:21]2[N:20]=[CH:19][C:18]3[C:23](=[C:24]([F:26])[CH:25]=[C:16]([C:12]([CH3:13])([CH3:15])[CH3:14])[CH:17]=3)[C:22]2=[O:27])[C:3]=1[CH:4]=[O:5], predict the reactants needed to synthesize it.